From a dataset of Peptide-MHC class I binding affinity with 185,985 pairs from IEDB/IMGT. Regression. Given a peptide amino acid sequence and an MHC pseudo amino acid sequence, predict their binding affinity value. This is MHC class I binding data. The MHC is Mamu-B08 with pseudo-sequence Mamu-B08. The peptide sequence is SDYLELDTI. The binding affinity (normalized) is 0.